From a dataset of Catalyst prediction with 721,799 reactions and 888 catalyst types from USPTO. Predict which catalyst facilitates the given reaction. Reactant: CC1C=CC(S([O-])(=O)=O)=CC=1.[NH2:12][C:13]([C:15]1[C:23]2[C:19](=[CH:20][N:21]([C:24]3[CH:29]=[CH:28][C:27]([C@@H:30]4[CH2:35][CH2:34][CH2:33][NH2+:32][CH2:31]4)=[CH:26][CH:25]=3)[N:22]=2)[CH:18]=[CH:17][CH:16]=1)=[O:14].[S:36](=[O:40])(=[O:39])([OH:38])[OH:37].CO. Product: [S:36]([O-:40])([O-:39])(=[O:38])=[O:37].[NH2:12][C:13]([C:15]1[C:23]2[C:19](=[CH:20][N:21]([C:24]3[CH:29]=[CH:28][C:27]([C@@H:30]4[CH2:35][CH2:34][CH2:33][NH2+:32][CH2:31]4)=[CH:26][CH:25]=3)[N:22]=2)[CH:18]=[CH:17][CH:16]=1)=[O:14].[NH2:12][C:13]([C:15]1[C:23]2[C:19](=[CH:20][N:21]([C:24]3[CH:29]=[CH:28][C:27]([C@@H:30]4[CH2:35][CH2:34][CH2:33][NH2+:32][CH2:31]4)=[CH:26][CH:25]=3)[N:22]=2)[CH:18]=[CH:17][CH:16]=1)=[O:14]. The catalyst class is: 6.